From a dataset of Catalyst prediction with 721,799 reactions and 888 catalyst types from USPTO. Predict which catalyst facilitates the given reaction. (1) Product: [Br:28][C:29]1[CH:38]=[CH:37][C:32]([C:33]([NH:35][NH:36][C:20]([NH:1][CH2:2][C@@H:3]2[CH2:7][CH2:6][N:5]([C:8]([O:10][C:11]([CH3:14])([CH3:13])[CH3:12])=[O:9])[CH2:4]2)=[O:21])=[O:34])=[CH:31][C:30]=1[F:39]. The catalyst class is: 2. Reactant: [NH2:1][CH2:2][C@@H:3]1[CH2:7][CH2:6][N:5]([C:8]([O:10][C:11]([CH3:14])([CH3:13])[CH3:12])=[O:9])[CH2:4]1.C1N=CN([C:20](N2C=NC=C2)=[O:21])C=1.Cl.[Br:28][C:29]1[CH:38]=[CH:37][C:32]([C:33]([NH:35][NH2:36])=[O:34])=[CH:31][C:30]=1[F:39].CCN(C(C)C)C(C)C. (2) Reactant: C([O:8][C:9]1[CH:14]=[CH:13][C:12]([N:15]2[C:19]3[CH:20]=[CH:21][CH:22]=[CH:23][C:18]=3[N:17]=[C:16]2[C:24]2[CH:35]=[CH:34][C:27]([C:28]([NH:30][CH:31]([CH3:33])[CH3:32])=[O:29])=[CH:26][CH:25]=2)=[CH:11][CH:10]=1)C1C=CC=CC=1.C([O-])=O.[NH4+]. Product: [OH:8][C:9]1[CH:14]=[CH:13][C:12]([N:15]2[C:19]3[CH:20]=[CH:21][CH:22]=[CH:23][C:18]=3[N:17]=[C:16]2[C:24]2[CH:25]=[CH:26][C:27]([C:28]([NH:30][CH:31]([CH3:32])[CH3:33])=[O:29])=[CH:34][CH:35]=2)=[CH:11][CH:10]=1. The catalyst class is: 19. (3) Reactant: [NH:1]1[CH2:6][CH2:5][CH2:4][CH2:3][C:2]1=[O:7].[H-].[Na+].Br[CH2:11][CH2:12][O:13][C:14]1[CH:15]=[C:16]2[C:21](=[CH:22][CH:23]=1)[N:20]=[CH:19][CH:18]=[CH:17]2. Product: [N:20]1[C:21]2[C:16](=[CH:15][C:14]([O:13][CH2:12][CH2:11][N:1]3[CH2:6][CH2:5][CH2:4][CH2:3][C:2]3=[O:7])=[CH:23][CH:22]=2)[CH:17]=[CH:18][CH:19]=1. The catalyst class is: 3. (4) Reactant: [Cl:1][C:2]1[C:7]([NH2:8])=[CH:6][CH:5]=[CH:4][N:3]=1.[Cl:9][C:10]1[CH:18]=[CH:17][C:16]([N+:19]([O-:21])=[O:20])=[CH:15][C:11]=1[C:12](Cl)=[O:13]. Product: [Cl:9][C:10]1[CH:18]=[CH:17][C:16]([N+:19]([O-:21])=[O:20])=[CH:15][C:11]=1[C:12]([NH:8][C:7]1[C:2]([Cl:1])=[N:3][CH:4]=[CH:5][CH:6]=1)=[O:13]. The catalyst class is: 17. (5) Reactant: [CH3:1][O:2][C:3]1[CH:8]=[CH:7][C:6]([C:9](=[O:16])[CH2:10][C:11]([O:13][CH2:14][CH3:15])=[O:12])=[CH:5][CH:4]=1.N1[CH2:22][CH2:21][CH2:20][CH2:19][CH2:18]1.OC1C=CC=CC=1C=O. Product: [CH3:1][O:2][C:3]1[CH:4]=[CH:5][C:6]([C:9]([C:10]2[C:11](=[O:12])[O:13][C:14]3[C:21]([CH:22]=2)=[CH:20][CH:19]=[CH:18][CH:15]=3)=[O:16])=[CH:7][CH:8]=1. The catalyst class is: 8. (6) Reactant: [Cl:1][C:2]1[CH:7]=[CH:6][C:5]([CH:8]([C:13]2(O)[CH2:18][CH2:17][N:16]([C:19]([O:21][C:22]([CH3:25])([CH3:24])[CH3:23])=[O:20])[CH2:15][CH2:14]2)[C:9]([O:11][CH3:12])=[O:10])=[CH:4][CH:3]=1.S(Cl)(Cl)=O. Product: [Cl:1][C:2]1[CH:3]=[CH:4][C:5]([C:8](=[C:13]2[CH2:14][CH2:15][N:16]([C:19]([O:21][C:22]([CH3:25])([CH3:24])[CH3:23])=[O:20])[CH2:17][CH2:18]2)[C:9]([O:11][CH3:12])=[O:10])=[CH:6][CH:7]=1. The catalyst class is: 17.